Predict which catalyst facilitates the given reaction. From a dataset of Catalyst prediction with 721,799 reactions and 888 catalyst types from USPTO. (1) Reactant: [Cl:1][C:2]1[CH:3]=[C:4]([C:12]2[S:13][CH:14]=[CH:15][N:16]=2)[CH:5]=[CH:6][C:7]=1[O:8][CH:9]([CH3:11])[CH3:10].C([O-])(=O)C.[Na+].[Br:22]Br.[OH-].[Na+]. Product: [Br:22][C:14]1[S:13][C:12]([C:4]2[CH:5]=[CH:6][C:7]([O:8][CH:9]([CH3:11])[CH3:10])=[C:2]([Cl:1])[CH:3]=2)=[N:16][CH:15]=1. The catalyst class is: 15. (2) Reactant: [CH:1]([C:4]1[N:9]=[C:8]([CH:10]=[O:11])[CH:7]=[CH:6][N:5]=1)([CH3:3])[CH3:2].[CH:12]([O-])=O.[NH4+:15]. Product: [NH2:15][CH2:12][CH:10]([C:8]1[CH:7]=[CH:6][N:5]=[C:4]([CH:1]([CH3:3])[CH3:2])[N:9]=1)[OH:11]. The catalyst class is: 463. (3) Reactant: [CH3:1][C:2]1[C:3]([CH2:9][OH:10])=[N:4][CH:5]=[C:6]([CH3:8])[CH:7]=1. Product: [CH3:1][C:2]1[C:3]([CH:9]=[O:10])=[N:4][CH:5]=[C:6]([CH3:8])[CH:7]=1. The catalyst class is: 177. (4) Reactant: [O:1]1[C:6]2[CH:7]=[CH:8][CH:9]=[CH:10][C:5]=2[N:4]([CH2:11][CH2:12][O:13][C:14]2[CH:19]=[CH:18][C:17]([CH2:20][CH:21]([OH:27])[C:22]([O:24][CH2:25][CH3:26])=[O:23])=[CH:16][CH:15]=2)[CH2:3][CH2:2]1.[H-].[Na+].[CH2:30](Br)[C:31]1[CH:36]=[CH:35][CH:34]=[CH:33][CH:32]=1.O. Product: [O:1]1[C:6]2[CH:7]=[CH:8][CH:9]=[CH:10][C:5]=2[N:4]([CH2:11][CH2:12][O:13][C:14]2[CH:15]=[CH:16][C:17]([CH2:20][CH:21]([O:27][CH2:30][C:31]3[CH:36]=[CH:35][CH:34]=[CH:33][CH:32]=3)[C:22]([O:24][CH2:25][CH3:26])=[O:23])=[CH:18][CH:19]=2)[CH2:3][CH2:2]1. The catalyst class is: 9. (5) Reactant: [Si]([O:18][CH2:19][C@@H:20]([N:28]1[C:36](=[O:37])[NH:35][C:34]2[C:29]1=[N:30][C:31]([C:38]1[N:42]3[CH:43]=[C:44]([F:47])[CH:45]=[CH:46][C:41]3=[N:40][CH:39]=1)=[N:32][CH:33]=2)[C:21]1[CH:26]=[CH:25][C:24]([F:27])=[CH:23][N:22]=1)(C(C)(C)C)(C1C=CC=CC=1)C1C=CC=CC=1. Product: [F:47][C:44]1[CH:45]=[CH:46][C:41]2[N:42]([C:38]([C:31]3[N:30]=[C:29]4[C:34]([NH:35][C:36](=[O:37])[N:28]4[C@@H:20]([C:21]4[CH:26]=[CH:25][C:24]([F:27])=[CH:23][N:22]=4)[CH2:19][OH:18])=[CH:33][N:32]=3)=[CH:39][N:40]=2)[CH:43]=1. The catalyst class is: 209. (6) Product: [CH3:22][O:23][N:24]([CH3:25])[C:18]([C:17]1[C:10]2[CH2:9][N:8]([C:6]([O:5][C:1]([CH3:3])([CH3:4])[CH3:2])=[O:7])[CH:13]([CH3:14])[CH2:12][C:11]=2[NH:15][N:16]=1)=[O:19]. Reactant: [C:1]([O:5][C:6]([N:8]1[CH:13]([CH3:14])[CH2:12][C:11]2[NH:15][N:16]=[C:17]([C:18](O)=[O:19])[C:10]=2[CH2:9]1)=[O:7])([CH3:4])([CH3:3])[CH3:2].Cl.[CH3:22][O:23][NH:24][CH3:25].C(P1(=O)OP(CCC)(=O)OP(CCC)(=O)O1)CC.O. The catalyst class is: 1.